Dataset: Full USPTO retrosynthesis dataset with 1.9M reactions from patents (1976-2016). Task: Predict the reactants needed to synthesize the given product. (1) Given the product [ClH:16].[N:1]1[C:10]2[C:5](=[CH:6][C:7]([C:11]([Cl:16])=[O:13])=[CH:8][CH:9]=2)[CH:4]=[CH:3][CH:2]=1, predict the reactants needed to synthesize it. The reactants are: [N:1]1[C:10]2[C:5](=[CH:6][C:7]([C:11]([OH:13])=O)=[CH:8][CH:9]=2)[CH:4]=[CH:3][CH:2]=1.S(Cl)([Cl:16])=O. (2) Given the product [C:48]([N:5]1[CH2:6][CH:7]=[C:8]([C:11]2[CH:12]=[CH:13][C:14]([NH:17][C:18]([N:20]3[CH2:21][C:22]4[C:27](=[CH:26][CH:25]=[CH:24][CH:23]=4)[CH2:28]3)=[O:19])=[CH:15][N:16]=2)[CH2:9][CH2:10]1)(=[O:53])[C:45]1[CH:46]=[CH:47][CH:42]=[CH:43][CH:44]=1, predict the reactants needed to synthesize it. The reactants are: C(Cl)(=O)C.[NH:5]1[CH2:10][CH:9]=[C:8]([C:11]2[N:16]=[CH:15][C:14]([NH:17][C:18]([N:20]3[CH2:28][C:27]4[C:22](=[CH:23][CH:24]=[CH:25][CH:26]=4)[CH2:21]3)=[O:19])=[CH:13][CH:12]=2)[CH2:7][CH2:6]1.NC1C=C2C(=CC=1)CN(C(N[C:42]1[CH:47]=[CH:46][C:45]([C:48](=[O:53])NCCC)=[CH:44][CH:43]=1)=O)C2. (3) The reactants are: [Cl:1][C:2]1[CH:3]=[C:4]([CH:9]=[C:10]([C:13]#[N:14])[C:11]#[N:12])[CH:5]=[N:6][C:7]=1[OH:8].Cl[C:16]1[CH:17]=[C:18]([CH:23]=[O:24])[CH:19]=[N:20][C:21]=1O.[C:25](#N)[CH2:26][C:27]#N.N1CCCCC1. Given the product [NH2:12][C:11]1[O:24][C:23]2[C:27]([CH:9]([C:4]3[CH:5]=[N:6][C:7]([OH:8])=[C:2]([Cl:1])[CH:3]=3)[C:10]=1[C:13]#[N:14])=[CH:26][CH:25]=[C:19]1[N:20]([CH3:21])[CH:16]=[CH:17][C:18]=21, predict the reactants needed to synthesize it. (4) Given the product [I:14][C:9]1[C:10](=[O:13])[NH:11][CH:12]=[C:7]([C:2]2[N:3]=[CH:4][CH:5]=[CH:6][N:1]=2)[CH:8]=1, predict the reactants needed to synthesize it. The reactants are: [N:1]1[CH:6]=[CH:5][CH:4]=[N:3][C:2]=1[C:7]1[CH:8]=[CH:9][C:10](=[O:13])[NH:11][CH:12]=1.[I:14]N1C(=O)CCC1=O. (5) Given the product [NH2:51][C:38]1[CH:39]=[C:40]([CH:47]=[O:50])[C:41]([CH3:43])=[CH:42][C:37]=1[C:36]([O:35][CH2:33][CH3:34])=[O:52], predict the reactants needed to synthesize it. The reactants are: NC1C=C(Cl)C(C)=CC=1C(OCC)=O.C(OC(=O)C1C=C(C(F)(F)F)C(C=C)=CC=1N)C.[CH2:33]([O:35][C:36](=[O:52])[C:37]1[CH:42]=[C:41]([C:43](F)(F)F)[C:40]([CH:47]([OH:50])CO)=[CH:39][C:38]=1[NH2:51])[CH3:34].CC[C@@H]1[C@@H]2C[C@H]([C@@H](OC3C4C(=CC=CC=4)C(O[C@@H](C4C=CN=C5C=4C=C(OC)C=C5)[C@@H]4N5C[C@H](CC)[C@@H](CC5)C4)=NN=3)C3C=CN=C4C=3C=C(OC)C=C4)N(CC2)C1. (6) Given the product [ClH:36].[CH:31]1[C:32]2[C:27](=[C:26]([S:23]([N:11]([CH2:12][CH2:13][S:14]([C:17]3[CH:22]=[CH:21][CH:20]=[CH:19][CH:18]=3)(=[O:16])=[O:15])[CH2:10][CH2:9][NH2:8])(=[O:25])=[O:24])[CH:35]=[CH:34][CH:33]=2)[CH:28]=[CH:29][N:30]=1, predict the reactants needed to synthesize it. The reactants are: C(OC([NH:8][CH2:9][CH2:10][N:11]([S:23]([C:26]1[CH:35]=[CH:34][CH:33]=[C:32]2[C:27]=1[CH:28]=[CH:29][N:30]=[CH:31]2)(=[O:25])=[O:24])[CH2:12][CH2:13][S:14]([C:17]1[CH:22]=[CH:21][CH:20]=[CH:19][CH:18]=1)(=[O:16])=[O:15])=O)(C)(C)C.[ClH:36].CO. (7) Given the product [CH2:1]([O:8][C:9]1[CH:17]=[C:16]([O:18][CH2:19][C:20]2[CH:25]=[CH:24][CH:23]=[CH:22][CH:21]=2)[CH:15]=[C:14]([CH2:28][CH3:36])[C:10]=1[C:11]([OH:13])=[O:12])[C:2]1[CH:7]=[CH:6][CH:5]=[CH:4][CH:3]=1, predict the reactants needed to synthesize it. The reactants are: [CH2:1]([O:8][C:9]1[CH:17]=[C:16]([O:18][CH2:19][C:20]2[CH:25]=[CH:24][CH:23]=[CH:22][CH:21]=2)[CH:15]=[C:14](Cl)[C:10]=1[C:11]([OH:13])=[O:12])[C:2]1[CH:7]=[CH:6][CH:5]=[CH:4][CH:3]=1.Cl[C:28]1C(CC)=C(C=C[C:36]=1O)C(O)=O.ClC1C(CC)=C(C=CC=1O)C=O. (8) Given the product [Cl:35][C:28]1[N:27]=[CH:26][N:34]=[C:33]2[C:29]=1[NH:30][CH:31]=[N:32]2, predict the reactants needed to synthesize it. The reactants are: C([C@@H]1C[C@H](O)C=C[C@@H]1CC(=O)C1C=CC=CC=1)(=O)C1C=CC=CC=1.N[C:26]1[N:34]=[C:33]2[C:29]([NH:30][CH:31]=[N:32]2)=[C:28]([Cl:35])[N:27]=1.C1C=CC(P(C2C=CC=CC=2)C2C=CC=CC=2)=CC=1.CCOC(/N=N/C(OCC)=O)=O. (9) Given the product [Si:1]([O:8][CH2:9][C:10]1[O:14][C:13]([C:15](=[N:17][OH:18])[NH2:16])=[CH:12][CH:11]=1)([C:4]([CH3:7])([CH3:6])[CH3:5])([CH3:3])[CH3:2], predict the reactants needed to synthesize it. The reactants are: [Si:1]([O:8][CH2:9][C:10]1[O:14][C:13]([C:15]#[N:16])=[CH:12][CH:11]=1)([C:4]([CH3:7])([CH3:6])[CH3:5])([CH3:3])[CH3:2].[NH2:17][OH:18]. (10) Given the product [CH2:1]([O:3][C:4](=[O:13])[C:5]1[CH:10]=[CH:9][C:8]([NH2:11])=[N:7][C:6]=1[NH2:12])[CH3:2], predict the reactants needed to synthesize it. The reactants are: [CH2:1]([O:3][C:4](=[O:13])[C:5]1[CH2:10][CH2:9][C:8]([NH2:11])=[N:7][C:6]=1[NH2:12])[CH3:2].ClC1C(=O)C(C#N)=C(C#N)C(=O)C=1Cl.